Dataset: Full USPTO retrosynthesis dataset with 1.9M reactions from patents (1976-2016). Task: Predict the reactants needed to synthesize the given product. (1) Given the product [Cl:1][C:2]1[CH:14]=[C:13]([Cl:15])[C:12]([O:16][C:17]2[N:21]([CH3:22])[N:20]=[C:19]([CH2:23][O:24][CH3:25])[C:18]=2[CH:26]=[CH2:27])=[CH:11][C:3]=1[O:4][C@@H:5]([CH3:10])[C:6]([OH:8])=[O:7], predict the reactants needed to synthesize it. The reactants are: [Cl:1][C:2]1[CH:14]=[C:13]([Cl:15])[C:12]([O:16][C:17]2[N:21]([CH3:22])[N:20]=[C:19]([CH2:23][O:24][CH3:25])[C:18]=2[CH:26]=[CH2:27])=[CH:11][C:3]=1[O:4][C@@H:5]([CH3:10])[C:6]([O:8]C)=[O:7].O.[OH-].[Li+].Cl. (2) Given the product [CH2:32]([O:31][C:28]1[CH:29]=[CH:30][C:25]([NH:24][C:20]2[N:21]=[CH:22][N:23]=[C:18]3[S:17][C:14]4[C:15]5[C:10]([CH2:11][CH2:12][C:13]=4[C:19]=23)=[N:9][N:8]([CH2:7][CH2:6][N:40]2[CH2:45][CH2:44][O:43][CH2:42][CH2:41]2)[CH:16]=5)=[CH:26][C:27]=1[Cl:39])[C:33]1[CH:34]=[CH:35][CH:36]=[CH:37][CH:38]=1, predict the reactants needed to synthesize it. The reactants are: CS(O[CH2:6][CH2:7][N:8]1[CH:16]=[C:15]2[C:10]([CH2:11][CH2:12][C:13]3[C:19]4[C:20]([NH:24][C:25]5[CH:30]=[CH:29][C:28]([O:31][CH2:32][C:33]6[CH:38]=[CH:37][CH:36]=[CH:35][CH:34]=6)=[C:27]([Cl:39])[CH:26]=5)=[N:21][CH:22]=[N:23][C:18]=4[S:17][C:14]=32)=[N:9]1)(=O)=O.[NH:40]1[CH2:45][CH2:44][O:43][CH2:42][CH2:41]1.C(N(C(C)C)CC)(C)C. (3) The reactants are: [CH2:1]([C@H:8]1[N:13]([C:14]([C:16]2[N:17]=[CH:18][N:19]([CH:27]3[CH2:34][CH2:33][CH2:32][CH2:31][C:28]43[O:30][CH2:29]4)[C:20]=2[C:21]2[CH:26]=[CH:25][CH:24]=[CH:23][CH:22]=2)=O)[CH2:12][CH2:11][N:10]([C:35]([O:37][C:38]([CH3:41])([CH3:40])[CH3:39])=[O:36])[CH2:9]1)[C:2]1[CH:7]=[CH:6][CH:5]=[CH:4][CH:3]=1.[OH2:42].[OH-:43].[Li+].C(=O)(O)[O-].[Na+]. Given the product [CH2:1]([C@H:8]1[N:13]([C:14]([C:16]2[N:17]=[CH:18][N:19]([CH:27]3[CH2:34][CH2:33][CH2:32][CH2:31][C:28]3([OH:30])[CH2:29][OH:43])[C:20]=2[C:21]2[CH:26]=[CH:25][CH:24]=[CH:23][CH:22]=2)=[O:42])[CH2:12][CH2:11][N:10]([C:35]([O:37][C:38]([CH3:41])([CH3:40])[CH3:39])=[O:36])[CH2:9]1)[C:2]1[CH:7]=[CH:6][CH:5]=[CH:4][CH:3]=1, predict the reactants needed to synthesize it. (4) Given the product [N:6]1[CH:5]=[CH:22][N:8]2[C:7]=1[CH:12]=[CH:11][CH:10]=[N:9]2, predict the reactants needed to synthesize it. The reactants are: ClCCl.Br[C:5]1[N:6]=[C:7]2[CH:12]=[CH:11][C:10](N3C[C@@H]4[C@@H](CN(C)C4)C3)=[N:9][N:8]2[C:22]=1I.C(=O)([O-])[O-].[Cs+].[Cs+].Cl. (5) Given the product [CH:34]1([NH:33][C:31](=[O:32])[NH:30][C:27]2[CH:28]=[CH:29][C:24]([O:23][C:14]3[C:13]4[C:18](=[CH:19][C:20]([O:21][CH3:22])=[C:11]([NH:10][C:9](=[O:38])[CH3:40])[CH:12]=4)[N:17]=[CH:16][CH:15]=3)=[CH:25][C:26]=2[F:37])[CH2:35][CH2:36]1, predict the reactants needed to synthesize it. The reactants are: C(O[C:9](=[O:38])[NH:10][C:11]1[CH:12]=[C:13]2[C:18](=[CH:19][C:20]=1[O:21][CH3:22])[N:17]=[CH:16][CH:15]=[C:14]2[O:23][C:24]1[CH:29]=[CH:28][C:27]([NH:30][C:31]([NH:33][CH:34]2[CH2:36][CH2:35]2)=[O:32])=[C:26]([F:37])[CH:25]=1)C1C=CC=CC=1.F[C:40](F)(F)C(O)=O. (6) Given the product [CH2:11]([O:13][C:14]([C:16]1[NH:20][C:19]2[CH:21]=[C:22]([Br:24])[S:23][C:18]=2[C:17]=1[I:2])=[O:15])[CH3:12], predict the reactants needed to synthesize it. The reactants are: [Na+].[I-:2].ClN1C(=O)CCC1=O.[CH2:11]([O:13][C:14]([C:16]1[NH:20][C:19]2[CH:21]=[C:22]([Br:24])[S:23][C:18]=2[CH:17]=1)=[O:15])[CH3:12].[O-]S([O-])(=S)=O.[Na+].[Na+].